From a dataset of NCI-60 drug combinations with 297,098 pairs across 59 cell lines. Regression. Given two drug SMILES strings and cell line genomic features, predict the synergy score measuring deviation from expected non-interaction effect. (1) Drug 1: C1=CC(=CC=C1C#N)C(C2=CC=C(C=C2)C#N)N3C=NC=N3. Drug 2: CN(C(=O)NC(C=O)C(C(C(CO)O)O)O)N=O. Cell line: SF-539. Synergy scores: CSS=0.670, Synergy_ZIP=-2.00, Synergy_Bliss=-3.78, Synergy_Loewe=-4.04, Synergy_HSA=-4.22. (2) Drug 1: CC1CCC2CC(C(=CC=CC=CC(CC(C(=O)C(C(C(=CC(C(=O)CC(OC(=O)C3CCCCN3C(=O)C(=O)C1(O2)O)C(C)CC4CCC(C(C4)OC)OCCO)C)C)O)OC)C)C)C)OC. Drug 2: N.N.Cl[Pt+2]Cl. Cell line: HOP-92. Synergy scores: CSS=55.4, Synergy_ZIP=-3.51, Synergy_Bliss=-3.06, Synergy_Loewe=0.136, Synergy_HSA=0.779.